Dataset: Reaction yield outcomes from USPTO patents with 853,638 reactions. Task: Predict the reaction yield, written as a fraction of the theoretical maximum amount of product (1.0 means a 100% yield; for example, 0.34 means a 34% yield). (1) The reactants are [NH2:1][C:2]1[N:7]=[CH:6][N:5]=[C:4]2[N:8]([CH2:25][C@@H:26]3[CH2:30][CH2:29][CH2:28][N:27]3[C:31](=[O:35])[CH2:32][C:33]#[N:34])[N:9]=[C:10]([C:11]3[CH:16]=[CH:15][C:14]([O:17][C:18]4[CH:23]=[CH:22][CH:21]=[CH:20][CH:19]=4)=[CH:13][C:12]=3[F:24])[C:3]=12.N1CCCCC1.[CH3:42][C:43]([N:47]1[CH2:52][CH2:51][CH2:50][CH2:49][CH2:48]1)([CH3:46])[CH:44]=O. The catalyst is C1(C)C=CC=CC=1. The product is [NH2:1][C:2]1[N:7]=[CH:6][N:5]=[C:4]2[N:8]([CH2:25][C@@H:26]3[CH2:30][CH2:29][CH2:28][N:27]3[C:31]([C:32](=[CH:42][C:43]([CH3:46])([N:47]3[CH2:52][CH2:51][CH2:50][CH2:49][CH2:48]3)[CH3:44])[C:33]#[N:34])=[O:35])[N:9]=[C:10]([C:11]3[CH:16]=[CH:15][C:14]([O:17][C:18]4[CH:19]=[CH:20][CH:21]=[CH:22][CH:23]=4)=[CH:13][C:12]=3[F:24])[C:3]=12. The yield is 0.180. (2) The reactants are [OH-].[K+].[NH2:3][CH2:4][C:5]([OH:7])=[O:6].O1CCOCC1.[N+:14]([C:17]1[CH:22]=[CH:21][C:20]([N:23]=[C:24]=[O:25])=[CH:19][CH:18]=1)([O-:16])=[O:15]. The catalyst is O. The product is [N+:14]([C:17]1[CH:18]=[CH:19][C:20]([NH:23][C:24]([NH:3][CH2:4][C:5]([OH:7])=[O:6])=[O:25])=[CH:21][CH:22]=1)([O-:16])=[O:15]. The yield is 0.880. (3) The reactants are [CH2:1]([O:21][CH2:22][C@H:23]([CH2:25][OH:26])[OH:24])[CH2:2][CH2:3][CH2:4][CH2:5][CH2:6][CH2:7][CH2:8][CH2:9][CH2:10][CH2:11][CH2:12][CH2:13][CH2:14][CH2:15][CH2:16][CH2:17][CH2:18][CH2:19][CH3:20].[C:27]1([C:33]([C:41]2[CH:46]=[CH:45][CH:44]=[CH:43][CH:42]=2)([C:35]2[CH:40]=[CH:39][CH:38]=[CH:37][CH:36]=2)Cl)[CH:32]=[CH:31][CH:30]=[CH:29][CH:28]=1.O1CCCC1.C(#N)C. The catalyst is C(N(CC)CC)C. The product is [CH2:1]([O:21][CH2:22][C@H:23]([CH2:25][O:26][C:33]([C:27]1[CH:32]=[CH:31][CH:30]=[CH:29][CH:28]=1)([C:41]1[CH:42]=[CH:43][CH:44]=[CH:45][CH:46]=1)[C:35]1[CH:36]=[CH:37][CH:38]=[CH:39][CH:40]=1)[OH:24])[CH2:2][CH2:3][CH2:4][CH2:5][CH2:6][CH2:7][CH2:8][CH2:9][CH2:10][CH2:11][CH2:12][CH2:13][CH2:14][CH2:15][CH2:16][CH2:17][CH2:18][CH2:19][CH3:20]. The yield is 0.790. (4) The reactants are [CH3:1][C:2]1[CH:7]=[CH:6][CH:5]=[C:4]([C:8]2[NH:9][N:10]=[C:11]([CH:13]3[CH2:18][CH2:17][NH:16][CH2:15][CH2:14]3)[N:12]=2)[N:3]=1.[F:19][C:20]1[CH:25]=[CH:24][CH:23]=[CH:22][C:21]=1[C:26]1[C:27]([C:35]2[CH:42]=[CH:41][C:38]([CH:39]=O)=[CH:37][CH:36]=2)=[N:28][C:29]2[N:30]([CH:32]=[CH:33][N:34]=2)[CH:31]=1.[BH-](OC(C)=O)(OC(C)=O)OC(C)=O.[Na+].C([O-])(O)=O.[Na+]. The catalyst is CN1C(=O)CCC1.C(O)(=O)C.C(N(CC)CC)C. The yield is 0.193. The product is [F:19][C:20]1[CH:25]=[CH:24][CH:23]=[CH:22][C:21]=1[C:26]1[C:27]([C:35]2[CH:36]=[CH:37][C:38]([CH2:39][N:16]3[CH2:17][CH2:18][CH:13]([C:11]4[N:12]=[C:8]([C:4]5[CH:5]=[CH:6][CH:7]=[C:2]([CH3:1])[N:3]=5)[NH:9][N:10]=4)[CH2:14][CH2:15]3)=[CH:41][CH:42]=2)=[N:28][C:29]2[N:30]([CH:32]=[CH:33][N:34]=2)[CH:31]=1. (5) The reactants are C(=O)C1C=CC=CC=1.[O:9]1[C:13]2([CH2:18][CH2:17][N:16]([C:19]3[CH:26]=[CH:25][C:22]([C:23]#[N:24])=[CH:21][CH:20]=3)[CH2:15][CH2:14]2)[O:12][CH2:11][CH2:10]1.[N-:27]=[N+:28]=[N-:29].[Na+].Cl.C(N(CC)CC)C.O. The catalyst is C1(C)C=CC=CC=1. The product is [NH:27]1[C:23]([C:22]2[CH:25]=[CH:26][C:19]([N:16]3[CH2:17][CH2:18][C:13]4([O:12][CH2:11][CH2:10][O:9]4)[CH2:14][CH2:15]3)=[CH:20][CH:21]=2)=[N:24][N:29]=[N:28]1. The yield is 0.800. (6) The reactants are [Cl:1][C:2]1[CH:10]=[C:9]([N:11]2[CH2:15][CH2:14][CH2:13][S:12]2(=[O:17])=[O:16])[CH:8]=[CH:7][C:3]=1[C:4]([OH:6])=O.[NH2:18][C:19]1[CH:20]=[CH:21][C:22]([Cl:34])=[C:23]([NH:25][C:26](=[O:33])[C:27]2[CH:32]=[CH:31][CH:30]=[CH:29][CH:28]=2)[CH:24]=1.CN(C([O:42]N1N=NC2C=CC=NC1=2)=[N+](C)C)C.F[P-](F)(F)(F)(F)F.CCN(C(C)C)C(C)C. The catalyst is CN(C=O)C.CCOC(C)=O. The product is [C:26]([NH:25][C:23]1[CH:24]=[C:19]([NH:18][C:4](=[O:6])[C:3]2[CH:7]=[CH:8][C:9]([N:11]3[CH2:15][CH2:14][O:42][CH2:13][S:12]3(=[O:17])=[O:16])=[CH:10][C:2]=2[Cl:1])[CH:20]=[CH:21][C:22]=1[Cl:34])(=[O:33])[C:27]1[CH:32]=[CH:31][CH:30]=[CH:29][CH:28]=1. The yield is 0.340. (7) The reactants are [C:1]([O:5][C:6]([NH:8][C@@H:9]([CH2:24][C@H:25]1[CH2:30][CH2:29][CH2:28][O:27][CH2:26]1)[CH2:10][NH:11][C:12](=[O:23])OC1C=CC([N+]([O-])=O)=CC=1)=[O:7])([CH3:4])([CH3:3])[CH3:2].O[C:32](C(F)(F)F)=O.[Cl:38][C:39]1[CH:40]=[C:41]([C@@H:45]([C@@H:53]2[CH2:58][CH2:57][CH2:56][NH:55][CH2:54]2)[O:46][CH2:47][CH2:48][NH:49][C:50](=[O:52])[OH:51])[CH:42]=[CH:43][CH:44]=1. No catalyst specified. The product is [C:6]([NH:8][C@@H:9]([CH2:24][C@H:25]1[CH2:30][CH2:29][CH2:28][O:27][CH2:26]1)[CH2:10][NH:11][C:12]([N:55]1[CH2:56][CH2:57][CH2:58][C@@H:53]([C@H:45]([C:41]2[CH:42]=[CH:43][CH:44]=[C:39]([Cl:38])[CH:40]=2)[O:46][CH2:47][CH2:48][NH:49][C:50](=[O:51])[O:52][CH3:32])[CH2:54]1)=[O:23])([O:5][C:1]([CH3:2])([CH3:3])[CH3:4])=[O:7]. The yield is 0.630. (8) The reactants are [CH:1]([O:14][C:15](=[O:39])[C@:16]([NH:27][NH:28][C:29]([O:31][CH2:32][C:33]1[CH:38]=[CH:37][CH:36]=[CH:35][CH:34]=1)=[O:30])([CH3:26])[CH2:17][C:18]1[CH:23]=[CH:22][C:21]([OH:24])=[C:20]([OH:25])[CH:19]=1)([C:8]1[CH:13]=[CH:12][CH:11]=[CH:10][CH:9]=1)[C:2]1[CH:7]=[CH:6][CH:5]=[CH:4][CH:3]=1.[CH3:40][C:41]#N.[CH2:43]1[CH2:53][CH2:52]N2[C:46](=NCCC2)[CH2:45][CH2:44]1.[O:54]([CH2:84][C:85]1[CH:90]=[CH:89][CH:88]=[CH:87][CH:86]=1)[P:55](O[P:55]([O:56][CH2:57][C:58]1[CH:63]=[CH:62][CH:61]=[CH:60][CH:59]=1)([O:54][CH2:84][C:85]1[CH:90]=[CH:89][CH:88]=[CH:87][CH:86]=1)=[O:64])(=[O:64])[O:56][CH2:57][C:58]1[CH:63]=[CH:62][CH:61]=[CH:60][CH:59]=1. The catalyst is O. The product is [CH:1]([O:14][C:15](=[O:39])[C@:16]([NH:27][NH:28][C:29]([O:31][CH2:32][C:33]1[CH:34]=[CH:35][CH:36]=[CH:37][CH:38]=1)=[O:30])([CH3:26])[CH2:17][C:18]1[CH:23]=[CH:22][C:21]([O:24][P:55]([O:56][CH2:57][C:58]2[CH:59]=[CH:60][CH:61]=[CH:62][CH:63]=2)([O:54][CH2:84][C:85]2[CH:90]=[CH:89][CH:88]=[CH:87][CH:86]=2)=[O:64])=[C:20]([O:25][P:55]([O:56][CH2:57][C:40]2[CH:41]=[CH:60][CH:59]=[CH:58][CH:63]=2)([O:54][CH2:84][C:46]2[CH:45]=[CH:44][CH:43]=[CH:53][CH:52]=2)=[O:64])[CH:19]=1)([C:8]1[CH:13]=[CH:12][CH:11]=[CH:10][CH:9]=1)[C:2]1[CH:3]=[CH:4][CH:5]=[CH:6][CH:7]=1. The yield is 0.860. (9) The reactants are [CH2:1]([O:3][C:4]([C:6]1([NH:11][C:12]([CH:14]2[CH2:18][CH:17]([O:19][Si:20]([C:23]([CH3:26])([CH3:25])[CH3:24])([CH3:22])[CH3:21])[CH2:16][N:15]2[C:27](=[O:45])[N:28]([CH2:38][CH2:39][CH2:40][CH2:41][CH2:42]C=C)[CH2:29][C:30]2[CH:35]=[CH:34][C:33]([O:36][CH3:37])=[CH:32][CH:31]=2)=[O:13])[CH2:8][CH:7]1[CH:9]=[CH2:10])=[O:5])[CH3:2]. The catalyst is ClCCCl.CC1C=C(C)C(N2C(=[Ru](Cl)(Cl)=CC3C=CC=CC=3OC(C)C)N(C3C(C)=CC(C)=CC=3C)CC2)=C(C)C=1. The product is [CH2:1]([O:3][C:4]([C:6]12[CH2:8][CH:7]1[CH:9]=[CH:10][CH2:42][CH2:41][CH2:40][CH2:39][CH2:38][N:28]([CH2:29][C:30]1[CH:35]=[CH:34][C:33]([O:36][CH3:37])=[CH:32][CH:31]=1)[C:27](=[O:45])[N:15]1[CH:14]([CH2:18][CH:17]([O:19][Si:20]([C:23]([CH3:25])([CH3:24])[CH3:26])([CH3:22])[CH3:21])[CH2:16]1)[C:12](=[O:13])[NH:11]2)=[O:5])[CH3:2]. The yield is 0.480. (10) The reactants are [CH3:1][C:2]([O:4][C:5]1[C:10]([C:11](Cl)=[O:12])=[CH:9][CH:8]=[CH:7][CH:6]=1)=[O:3].[NH2:14][C:15]1[S:16][C:17]([C:20]([F:23])([F:22])[F:21])=[N:18][N:19]=1. No catalyst specified. The product is [C:2]([O:4][C:5]1[CH:6]=[CH:7][CH:8]=[CH:9][C:10]=1[C:11]([NH:14][C:15]1[S:16][C:17]([C:20]([F:23])([F:22])[F:21])=[N:18][N:19]=1)=[O:12])(=[O:3])[CH3:1]. The yield is 0.511.